Dataset: NCI-60 drug combinations with 297,098 pairs across 59 cell lines. Task: Regression. Given two drug SMILES strings and cell line genomic features, predict the synergy score measuring deviation from expected non-interaction effect. (1) Drug 2: CC12CCC3C(C1CCC2OP(=O)(O)O)CCC4=C3C=CC(=C4)OC(=O)N(CCCl)CCCl.[Na+]. Cell line: CCRF-CEM. Synergy scores: CSS=21.7, Synergy_ZIP=-4.58, Synergy_Bliss=-1.33, Synergy_Loewe=-3.51, Synergy_HSA=0.377. Drug 1: CN(C)N=NC1=C(NC=N1)C(=O)N. (2) Drug 2: CN(CC1=CN=C2C(=N1)C(=NC(=N2)N)N)C3=CC=C(C=C3)C(=O)NC(CCC(=O)O)C(=O)O. Synergy scores: CSS=13.3, Synergy_ZIP=-2.81, Synergy_Bliss=1.53, Synergy_Loewe=-10.7, Synergy_HSA=0.254. Cell line: SN12C. Drug 1: C1CCN(CC1)CCOC2=CC=C(C=C2)C(=O)C3=C(SC4=C3C=CC(=C4)O)C5=CC=C(C=C5)O. (3) Drug 1: CNC(=O)C1=CC=CC=C1SC2=CC3=C(C=C2)C(=NN3)C=CC4=CC=CC=N4. Drug 2: CNC(=O)C1=NC=CC(=C1)OC2=CC=C(C=C2)NC(=O)NC3=CC(=C(C=C3)Cl)C(F)(F)F. Cell line: A549. Synergy scores: CSS=13.3, Synergy_ZIP=-0.491, Synergy_Bliss=-2.00, Synergy_Loewe=-4.47, Synergy_HSA=-1.67. (4) Drug 1: CC1=C(C(=CC=C1)Cl)NC(=O)C2=CN=C(S2)NC3=CC(=NC(=N3)C)N4CCN(CC4)CCO. Drug 2: C(=O)(N)NO. Cell line: SNB-75. Synergy scores: CSS=29.9, Synergy_ZIP=-8.88, Synergy_Bliss=-0.515, Synergy_Loewe=-67.7, Synergy_HSA=0.282.